Dataset: Full USPTO retrosynthesis dataset with 1.9M reactions from patents (1976-2016). Task: Predict the reactants needed to synthesize the given product. (1) Given the product [CH3:20][NH:19][C:15]1[N:14]=[C:13]([CH2:12][CH2:11][CH2:10][CH2:9][CH2:8][CH2:7][CH:6]([C:21]2[CH:22]=[N:23][CH:24]=[N:25][CH:26]=2)[CH2:5][C:4]([OH:27])=[O:3])[CH:18]=[CH:17][CH:16]=1, predict the reactants needed to synthesize it. The reactants are: C([O:3][C:4](=[O:27])[CH2:5][CH:6]([C:21]1[CH:22]=[N:23][CH:24]=[N:25][CH:26]=1)[CH2:7][CH2:8][CH2:9][CH2:10][CH2:11][CH2:12][C:13]1[CH:18]=[CH:17][CH:16]=[C:15]([NH:19][CH3:20])[N:14]=1)C.[OH-].[Na+].Cl. (2) Given the product [NH3:8].[Br:15][C:16]1[N:17]=[N:18][C:19]([N:11]2[CH2:10][C@@H:9]3[CH2:14][C@H:12]2[CH2:13][N:8]3[C:6]([O:5][C:1]([CH3:4])([CH3:2])[CH3:3])=[O:7])=[CH:20][CH:21]=1, predict the reactants needed to synthesize it. The reactants are: [C:1]([O:5][C:6]([N:8]1[CH2:13][C@@H:12]2[CH2:14][C@H:9]1[CH2:10][NH:11]2)=[O:7])([CH3:4])([CH3:3])[CH3:2].[Br:15][C:16]1[N:17]=[N:18][C:19](Br)=[CH:20][CH:21]=1. (3) The reactants are: [C:1](Cl)(=O)C.[Br:5][C:6]1[CH:14]=[C:13]2[C:9]([C:10]([C:15]([OH:17])=[O:16])=[CH:11][NH:12]2)=[CH:8][CH:7]=1. Given the product [CH3:1][O:16][C:15]([C:10]1[C:9]2[C:13](=[CH:14][C:6]([Br:5])=[CH:7][CH:8]=2)[NH:12][CH:11]=1)=[O:17], predict the reactants needed to synthesize it. (4) Given the product [Cl:1][C:2]1[CH:7]=[CH:6][C:5]([C:8]2([CH2:14][C:15]([Cl:20])=[O:17])[CH2:13][CH2:12][O:11][CH2:10][CH2:9]2)=[CH:4][CH:3]=1, predict the reactants needed to synthesize it. The reactants are: [Cl:1][C:2]1[CH:7]=[CH:6][C:5]([C:8]2([CH2:14][C:15]([OH:17])=O)[CH2:13][CH2:12][O:11][CH2:10][CH2:9]2)=[CH:4][CH:3]=1.S(Cl)([Cl:20])=O. (5) The reactants are: [Br:1][C:2]1[CH:7]=[CH:6][C:5]([OH:8])=[CH:4][C:3]=1[O:9][C:10]([F:13])([F:12])[F:11].[C:14]1(B(O)O)[CH:19]=[CH:18][CH:17]=[CH:16][CH:15]=1. Given the product [Br:1][C:2]1[CH:7]=[CH:6][C:5]([O:8][C:14]2[CH:19]=[CH:18][CH:17]=[CH:16][CH:15]=2)=[CH:4][C:3]=1[O:9][C:10]([F:12])([F:11])[F:13], predict the reactants needed to synthesize it.